Dataset: Reaction yield outcomes from USPTO patents with 853,638 reactions. Task: Predict the reaction yield, written as a fraction of the theoretical maximum amount of product (1.0 means a 100% yield; for example, 0.34 means a 34% yield). The catalyst is ClCCl.C1(C)C=CC=CC=1. The yield is 0.440. The reactants are [Br:1][C:2]1[CH:3]=C(OC)C(OC)=[CH:6][CH:7]=1.B(Br)(Br)Br.[OH-].[Na+].[CH3:18][O:19][C:20]([O:23][CH3:24])([CH3:22])[CH3:21].O=P12OP3(OP(OP(O3)(O1)=O)(=O)O2)=O. The product is [Br:1][C:2]1[CH:7]=[CH:6][C:18]2[O:19][C:20]([CH3:22])([CH3:21])[O:23][C:24]=2[CH:3]=1.